This data is from Catalyst prediction with 721,799 reactions and 888 catalyst types from USPTO. The task is: Predict which catalyst facilitates the given reaction. (1) Reactant: C([O:3][C:4]([C:6]1([CH2:22][CH2:23]OC)[CH2:11][CH2:10][N:9]([S:12]([C:15]2[CH:20]=[CH:19][CH:18]=[CH:17][C:16]=2[Cl:21])(=[O:14])=[O:13])[CH2:8][CH2:7]1)=O)C.[Cl-].C[Al+]C.[CH2:30]([C:32]1[CH:37]=[CH:36][C:35]([CH2:38][CH2:39][NH2:40])=[CH:34][CH:33]=1)[CH3:31]. Product: [Cl:21][C:16]1[CH:17]=[CH:18][CH:19]=[CH:20][C:15]=1[S:12]([N:9]1[CH2:8][CH2:7][C:6]2([C:4](=[O:3])[N:40]([CH2:39][CH2:38][C:35]3[CH:36]=[CH:37][C:32]([CH2:30][CH3:31])=[CH:33][CH:34]=3)[CH2:23][CH2:22]2)[CH2:11][CH2:10]1)(=[O:14])=[O:13]. The catalyst class is: 11. (2) Reactant: [CH2:1]([O:8][C:9]1[C:14]([CH2:15][N:16]2[C:22](=[O:23])[C:21]3[C:24]([CH3:31])=[C:25]([C:28](O)=[O:29])[CH:26]=[CH:27][C:20]=3[O:19][CH2:18][CH2:17]2)=[C:13]([CH3:32])[CH:12]=[C:11]([CH3:33])[N:10]=1)[C:2]1[CH:7]=[CH:6][CH:5]=[CH:4][CH:3]=1.Cl.[CH3:35][NH:36]C.CCN(C(C)C)C(C)C.CN(C(ON1N=NC2C=CC=NC1=2)=[N+](C)C)C.F[P-](F)(F)(F)(F)F. Product: [CH2:1]([O:8][C:9]1[C:14]([CH2:15][N:16]2[C:22](=[O:23])[C:21]3[C:24]([CH3:31])=[C:25]([C:28]([NH:36][CH3:35])=[O:29])[CH:26]=[CH:27][C:20]=3[O:19][CH2:18][CH2:17]2)=[C:13]([CH3:32])[CH:12]=[C:11]([CH3:33])[N:10]=1)[C:2]1[CH:7]=[CH:6][CH:5]=[CH:4][CH:3]=1. The catalyst class is: 18. (3) Product: [CH:3]([C:6]1[CH:21]=[CH:20][C:9]([CH2:10][C:11]2[C:16]([CH3:17])=[CH:15][C:14]([CH3:18])=[CH:13][C:12]=2[O:19][CH3:22])=[CH:8][CH:7]=1)([CH3:5])[CH3:4]. Reactant: [H-].[Na+].[CH:3]([C:6]1[CH:21]=[CH:20][C:9]([CH2:10][C:11]2[C:16]([CH3:17])=[CH:15][C:14]([CH3:18])=[CH:13][C:12]=2[OH:19])=[CH:8][CH:7]=1)([CH3:5])[CH3:4].[CH3:22]I.O. The catalyst class is: 3. (4) Reactant: [Br:1][C:2]1[CH:7]=[C:6]([F:8])[CH:5]=[C:4]([Br:9])[C:3]=1[CH2:10][OH:11].N1C=CC=CC=1.[C:18](Cl)(=[O:20])[CH3:19]. Product: [C:18]([O:11][CH2:10][C:3]1[C:2]([Br:1])=[CH:7][C:6]([F:8])=[CH:5][C:4]=1[Br:9])(=[O:20])[CH3:19]. The catalyst class is: 2. (5) Reactant: [F:1][C:2]1[CH:7]=[CH:6][C:5](B(O)O)=[CH:4][CH:3]=1.[N:11]12[CH2:18][CH2:17][CH:14]([CH2:15][CH2:16]1)[C@@H:13]([NH:19][C:20]([C:22]1[O:23][C:24]3[C:30](Br)=[CH:29][C:28]([F:32])=[CH:27][C:25]=3[CH:26]=1)=[O:21])[CH2:12]2.[OH-].[Na+]. Product: [N:11]12[CH2:16][CH2:15][CH:14]([CH2:17][CH2:18]1)[C@@H:13]([NH:19][C:20]([C:22]1[O:23][C:24]3[C:30]([C:5]4[CH:6]=[CH:7][C:2]([F:1])=[CH:3][CH:4]=4)=[CH:29][C:28]([F:32])=[CH:27][C:25]=3[CH:26]=1)=[O:21])[CH2:12]2. The catalyst class is: 431. (6) Reactant: [F:1][C:2]1[CH:3]=[C:4]([C:8]#[C:9][C:10]2[C:11]([NH2:27])=[N:12][C:13]([C:22]3[O:23][CH:24]=[CH:25][CH:26]=3)=[C:14]([C:16]3[CH:21]=[CH:20][N:19]=[CH:18][N:17]=3)[CH:15]=2)[CH:5]=[CH:6][CH:7]=1.CC(C)([O-])C.[K+]. Product: [F:1][C:2]1[CH:3]=[C:4]([C:8]2[NH:27][C:11]3=[N:12][C:13]([C:22]4[O:23][CH:24]=[CH:25][CH:26]=4)=[C:14]([C:16]4[CH:21]=[CH:20][N:19]=[CH:18][N:17]=4)[CH:15]=[C:10]3[CH:9]=2)[CH:5]=[CH:6][CH:7]=1. The catalyst class is: 264. (7) Reactant: [Cl:1][C:2]1[N:7]=[C:6]([C:8](Cl)=[O:9])[CH:5]=[C:4]([Cl:11])[N:3]=1.[H-].[Na+].[F:14][C:15]([F:19])([F:18])[CH2:16][NH2:17].CCOC(C)=O. Product: [Cl:1][C:2]1[N:7]=[C:6]([C:8]([NH:17][CH2:16][C:15]([F:19])([F:18])[F:14])=[O:9])[CH:5]=[C:4]([Cl:11])[N:3]=1. The catalyst class is: 1. (8) Reactant: [OH:1][C@@H:2]1[CH2:6][N:5]([C:7]([O:9][C:10]([CH3:13])([CH3:12])[CH3:11])=[O:8])[C@H:4]([C:14]([O:16][CH3:17])=[O:15])[CH2:3]1.[N+:18]([C:21]1[CH:22]=[C:23]([S:27](Cl)(=[O:29])=[O:28])[CH:24]=[CH:25][CH:26]=1)([O-:20])=[O:19].C(N(CC)CC)C. Product: [N+:18]([C:21]1[CH:22]=[C:23]([S:27]([O:1][C@@H:2]2[CH2:6][N:5]([C:7]([O:9][C:10]([CH3:11])([CH3:12])[CH3:13])=[O:8])[C@H:4]([C:14]([O:16][CH3:17])=[O:15])[CH2:3]2)(=[O:29])=[O:28])[CH:24]=[CH:25][CH:26]=1)([O-:20])=[O:19]. The catalyst class is: 4.